This data is from Reaction yield outcomes from USPTO patents with 853,638 reactions. The task is: Predict the reaction yield, written as a fraction of the theoretical maximum amount of product (1.0 means a 100% yield; for example, 0.34 means a 34% yield). (1) The reactants are [CH3:1][C:2]1[CH:6]=[C:5]([CH3:7])[NH:4][C:3]=1[C:8](=[C:12]1[C:20]2[C:15](=[CH:16][CH:17]=[CH:18][CH:19]=2)[NH:14][C:13]1=[O:21])[C:9](O)=[O:10].Cl.Cl.[NH2:24][C:25]1[CH:26]=[C:27]([CH2:32][N:33]([CH2:36][CH3:37])[CH2:34][CH3:35])[C:28]([OH:31])=[CH:29][CH:30]=1. No catalyst specified. The product is [CH2:34]([N:33]([CH2:32][C:27]1[CH:26]=[C:25]([NH:24][C:9](=[O:10])[C:8]([C:3]2[NH:4][C:5]([CH3:7])=[CH:6][C:2]=2[CH3:1])=[C:12]2[C:20]3[C:15](=[CH:16][CH:17]=[CH:18][CH:19]=3)[NH:14][C:13]2=[O:21])[CH:30]=[CH:29][C:28]=1[OH:31])[CH2:36][CH3:37])[CH3:35]. The yield is 0.170. (2) The reactants are Br[C:2]([F:9])([F:8])[C:3]([O:5][CH2:6][CH3:7])=[O:4].[CH2:10]1C[O:13][CH2:12][CH2:11]1.BrC(F)(F)C(OCC)=O.C(=O)CC.C1COCC1.C(=O)CC.C(OC(C)C)(C)C. The catalyst is [Zn].O.C1COCC1. The product is [CH2:6]([O:5][C:3](=[O:4])[C:2]([F:9])([F:8])[CH:12]([OH:13])[CH2:11][CH3:10])[CH3:7]. The yield is 0.890. (3) The reactants are N1C=CC=C(CO)C=1.O[N:10]1[C:14](=[O:15])[C:13]2=[CH:16][CH:17]=[CH:18][CH:19]=[C:12]2[C:11]1=[O:20]. No catalyst specified. The product is [C:14]1(=[O:15])[NH:10][C:11](=[O:20])[C:12]2=[CH:19][CH:18]=[CH:17][CH:16]=[C:13]12. The yield is 0.813. (4) The reactants are F[C:2]1C(N)=NC(N)=NC=1.[OH:10][C:11]1[CH:19]=[CH:18][C:17]([N+:20]([O-:22])=[O:21])=[CH:16][C:12]=1[C:13]([OH:15])=[O:14].C(=O)([O-])[O-].[K+].[K+].IC. No catalyst specified. The product is [OH:10][C:11]1[CH:19]=[CH:18][C:17]([N+:20]([O-:22])=[O:21])=[CH:16][C:12]=1[C:13]([O:15][CH3:2])=[O:14]. The yield is 0.770. (5) The reactants are [CH3:1][O:2][C:3]1[CH:45]=[CH:44][C:6]([CH2:7][N:8]([CH2:35][C:36]2[CH:41]=[CH:40][C:39]([O:42][CH3:43])=[CH:38][CH:37]=2)[C:9]2[N:14]=[C:13]([CH3:15])[N:12]=[C:11]([C:16]3[CH:17]=[C:18]([C:32](=[O:34])[CH3:33])[CH:19]=[N:20][C:21]=3[NH:22][C:23]3[CH:24]=[N:25][C:26]([O:30][CH3:31])=[C:27]([F:29])[CH:28]=3)[N:10]=2)=[CH:5][CH:4]=1.[B-].[Na+].CO. The catalyst is C(Cl)Cl. The product is [CH3:43][O:42][C:39]1[CH:38]=[CH:37][C:36]([CH2:35][N:8]([CH2:7][C:6]2[CH:5]=[CH:4][C:3]([O:2][CH3:1])=[CH:45][CH:44]=2)[C:9]2[N:14]=[C:13]([CH3:15])[N:12]=[C:11]([C:16]3[CH:17]=[C:18]([CH:32]([OH:34])[CH3:33])[CH:19]=[N:20][C:21]=3[NH:22][C:23]3[CH:24]=[N:25][C:26]([O:30][CH3:31])=[C:27]([F:29])[CH:28]=3)[N:10]=2)=[CH:41][CH:40]=1. The yield is 0.900.